From a dataset of Full USPTO retrosynthesis dataset with 1.9M reactions from patents (1976-2016). Predict the reactants needed to synthesize the given product. (1) Given the product [C:1]([O:5][C:6]([N:8]1[CH2:29][CH2:28][N:11]2[C:12](=[O:27])[C:13]3[C:18]([CH:10]2[CH2:9]1)=[CH:17][C:16]([CH:19]([CH3:21])[CH3:20])=[CH:15][C:14]=3[O:22][C:23]([F:25])([F:26])[F:24])=[O:7])([CH3:3])([CH3:4])[CH3:2], predict the reactants needed to synthesize it. The reactants are: [C:1]([O:5][C:6]([N:8]1[CH2:29][CH2:28][N:11]2[C:12](=[O:27])[C:13]3[C:18]([CH:10]2[CH2:9]1)=[CH:17][C:16]([C:19]([CH3:21])=[CH2:20])=[CH:15][C:14]=3[O:22][C:23]([F:26])([F:25])[F:24])=[O:7])([CH3:4])([CH3:3])[CH3:2].[H][H]. (2) The reactants are: [F:1][C:2]1[C:3]2[N:4]([CH:12]=[CH:13][N:14]=2)[CH:5]=[CH:6][C:7]=1[C:8]([OH:11])([CH3:10])[CH3:9].Br[C:16]1[CH:17]=[CH:18][C:19]([F:28])=[C:20]([N:22]2[CH2:26][CH2:25][CH2:24][C:23]2=[O:27])[CH:21]=1. Given the product [F:28][C:19]1[CH:18]=[CH:17][C:16]([C:12]2[N:4]3[CH:5]=[CH:6][C:7]([C:8]([OH:11])([CH3:10])[CH3:9])=[C:2]([F:1])[C:3]3=[N:14][CH:13]=2)=[CH:21][C:20]=1[N:22]1[CH2:26][CH2:25][CH2:24][C:23]1=[O:27], predict the reactants needed to synthesize it. (3) Given the product [S:1]([NH:36][C:35]1[CH:37]=[C:38]([N:40]2[C:44](=[O:45])[C:43]([CH3:46])=[CH:42][C:41]2=[O:47])[CH:39]=[C:33]([N:30]2[C:31](=[O:32])[C:26]([CH3:25])=[CH:27][C:28]2=[O:29])[CH:34]=1)([C:4]1[C:16]2[CH:15]=[CH:14][CH:13]=[C:9]([N:10]([CH3:12])[CH3:11])[C:8]=2[CH:7]=[CH:6][CH:5]=1)(=[O:3])=[O:2], predict the reactants needed to synthesize it. The reactants are: [S:1](Cl)([C:4]1[C:16]2[CH:15]=[CH:14][CH:13]=[C:9]([N:10]([CH3:12])[CH3:11])[C:8]=2[CH:7]=[CH:6][CH:5]=1)(=[O:3])=[O:2].FC(F)(F)C([O-])=O.[CH3:25][C:26]1[C:31](=[O:32])[N:30]([C:33]2[CH:34]=[C:35]([CH:37]=[C:38]([N:40]3[C:44](=[O:45])[C:43]([CH3:46])=[CH:42][C:41]3=[O:47])[CH:39]=2)[NH3+:36])[C:28](=[O:29])[CH:27]=1. (4) Given the product [Cl:1][C:2]1[CH:7]=[CH:6][C:5]([CH:8]([C:31]2[C:40]3[C:35](=[CH:36][C:37]([F:42])=[C:38]([F:41])[CH:39]=3)[N:34]=[CH:33][CH:32]=2)[C@@H:9]([C:13]2[CH:14]=[CH:15][C:16]([C:17]([NH:19][CH2:20][CH2:21][C:22]([OH:24])=[O:23])=[O:18])=[CH:29][CH:30]=2)[CH2:10][CH2:11][CH3:12])=[CH:4][CH:3]=1, predict the reactants needed to synthesize it. The reactants are: [Cl:1][C:2]1[CH:7]=[CH:6][C:5]([CH:8]([C:31]2[C:40]3[C:35](=[CH:36][C:37]([F:42])=[C:38]([F:41])[CH:39]=3)[N:34]=[CH:33][CH:32]=2)[C@@H:9]([C:13]2[CH:30]=[CH:29][C:16]([C:17]([NH:19][CH2:20][CH2:21][C:22]([O:24]C(C)(C)C)=[O:23])=[O:18])=[CH:15][CH:14]=2)[CH2:10][CH2:11][CH3:12])=[CH:4][CH:3]=1.C(O)(C(F)(F)F)=O. (5) Given the product [CH3:1][O:2][C:3](=[O:21])[CH:4]([NH:20][C:22]([N:34]1[CH2:35][CH2:36][CH:37]([N:40]2[CH2:49][C:48]3[C:43](=[CH:44][CH:45]=[CH:46][CH:47]=3)[NH:42][C:41]2=[O:50])[CH2:38][CH2:39]1)=[O:23])[CH2:5][C:6]1[CH:7]=[N:8][C:9]([O:12][CH2:13][C:14]2[CH:19]=[CH:18][CH:17]=[CH:16][CH:15]=2)=[CH:10][CH:11]=1, predict the reactants needed to synthesize it. The reactants are: [CH3:1][O:2][C:3](=[O:21])[CH:4]([NH2:20])[CH2:5][C:6]1[CH:7]=[N:8][C:9]([O:12][CH2:13][C:14]2[CH:19]=[CH:18][CH:17]=[CH:16][CH:15]=2)=[CH:10][CH:11]=1.[C:22](C1NC=CN=1)(C1NC=CN=1)=[O:23].[NH:34]1[CH2:39][CH2:38][CH:37]([N:40]2[CH2:49][C:48]3[C:43](=[CH:44][CH:45]=[CH:46][CH:47]=3)[NH:42][C:41]2=[O:50])[CH2:36][CH2:35]1. (6) The reactants are: [C:1]([NH2:5])(=O)[CH2:2][CH3:3].P12(SP3(SP(SP(S3)(S1)=S)(=S)S2)=S)=[S:7].C([O:23][CH2:24][CH2:25][CH:26](Cl)[C:27](=O)[CH3:28])(=O)C. Given the product [CH2:2]([C:1]1[S:7][C:26]([CH2:25][CH2:24][OH:23])=[C:27]([CH3:28])[N:5]=1)[CH3:3], predict the reactants needed to synthesize it. (7) Given the product [Br:23][C:24]1[CH:29]=[CH:28][C:27]([CH:30]([N:13]2[CH2:12][CH2:11][C:9]3([O:8][CH2:7][C:6](=[O:16])[N:5]([CH:2]4[CH2:4][CH2:3]4)[CH2:10]3)[CH2:15][CH2:14]2)[CH3:31])=[C:26]([F:33])[CH:25]=1, predict the reactants needed to synthesize it. The reactants are: Cl.[CH:2]1([N:5]2[CH2:10][C:9]3([CH2:15][CH2:14][NH:13][CH2:12][CH2:11]3)[O:8][CH2:7][C:6]2=[O:16])[CH2:4][CH2:3]1.C(=O)([O-])[O-].[K+].[K+].[Br:23][C:24]1[CH:29]=[CH:28][C:27]([CH:30](Br)[CH3:31])=[C:26]([F:33])[CH:25]=1. (8) Given the product [O:16]1[C:20]([C@@H:21]2[NH:2][CH:3]([C:6]([OH:8])=[O:7])[CH2:4][S:5]2)=[CH:19][N:18]=[CH:17]1, predict the reactants needed to synthesize it. The reactants are: Cl.[NH2:2][C@H:3]([C:6]([OH:8])=[O:7])[CH2:4][SH:5].C([O-])(=O)C.[K+].CO.[O:16]1[C:20]([CH:21]=O)=[CH:19][N:18]=[CH:17]1. (9) Given the product [Si:41]([O:40][C@H:37]1[CH2:36][CH2:35][C@H:34]([CH2:33][CH:16]([N:11]2[CH:12]=[C:13]([O:14][CH3:15])[C:8]([C:6]3[CH:7]=[C:2]([Cl:1])[CH:3]=[CH:4][C:5]=3[C:25]#[N:26])=[CH:9][C:10]2=[O:24])[C:17]([O:19][C:20]([CH3:21])([CH3:22])[CH3:23])=[O:18])[CH2:39][CH2:38]1)([C:44]([CH3:47])([CH3:46])[CH3:45])([CH3:43])[CH3:42], predict the reactants needed to synthesize it. The reactants are: [Cl:1][C:2]1[CH:3]=[CH:4][C:5]([C:25]#[N:26])=[C:6]([C:8]2[C:13]([O:14][CH3:15])=[CH:12][N:11]([CH2:16][C:17]([O:19][C:20]([CH3:23])([CH3:22])[CH3:21])=[O:18])[C:10](=[O:24])[CH:9]=2)[CH:7]=1.FC(F)(F)S(O[CH2:33][C@H:34]1[CH2:39][CH2:38][C@H:37]([O:40][Si:41]([C:44]([CH3:47])([CH3:46])[CH3:45])([CH3:43])[CH3:42])[CH2:36][CH2:35]1)(=O)=O. (10) The reactants are: CN(C)[CH2:3][CH2:4][C:5](=[O:11])[C:6]1[S:7][CH:8]=[CH:9][CH:10]=1.[S:13]1[CH:17]=[CH:16][CH:15]=[C:14]1[C:18](=[O:21])[CH:19]=[CH2:20]. Given the product [S:7]1[CH:8]=[CH:9][CH:10]=[C:6]1[C:5](=[O:11])[CH2:4][CH3:3].[S:13]1[CH:17]=[CH:16][CH:15]=[C:14]1[CH:18]([OH:21])[CH2:19][CH3:20].[S:7]1[CH:8]=[CH:9][CH:10]=[C:6]1[CH:5]([OH:11])[CH:4]=[CH2:3], predict the reactants needed to synthesize it.